This data is from hERG Central: cardiac toxicity at 1µM, 10µM, and general inhibition. The task is: Predict hERG channel inhibition at various concentrations. (1) The compound is CCN(CC)S(=O)(=O)c1ccc(N2CCOCC2)c(NC(=O)CNCCc2ccccc2)c1.O=C(O)C(=O)O. Results: hERG_inhib (hERG inhibition (general)): blocker. (2) The compound is COc1ccc(N2CCN(CCCNC(=O)Cn3c(=O)c4cccn4c4cccnc43)CC2)cc1. Results: hERG_inhib (hERG inhibition (general)): blocker.